This data is from Peptide-MHC class II binding affinity with 134,281 pairs from IEDB. The task is: Regression. Given a peptide amino acid sequence and an MHC pseudo amino acid sequence, predict their binding affinity value. This is MHC class II binding data. (1) The peptide sequence is NALQNLARTISEAGQ. The MHC is DRB1_0301 with pseudo-sequence DRB1_0301. The binding affinity (normalized) is 0.181. (2) The peptide sequence is EDLVRAYHAMSSTHE. The MHC is HLA-DPA10301-DPB10402 with pseudo-sequence HLA-DPA10301-DPB10402. The binding affinity (normalized) is 0.378. (3) The peptide sequence is HLYYNSNIGKII. The MHC is HLA-DPA10201-DPB10101 with pseudo-sequence HLA-DPA10201-DPB10101. The binding affinity (normalized) is 0.400.